Task: Predict the reaction yield, written as a fraction of the theoretical maximum amount of product (1.0 means a 100% yield; for example, 0.34 means a 34% yield).. Dataset: Reaction yield outcomes from USPTO patents with 853,638 reactions (1) The catalyst is O1CCOCC1. The product is [Cl:1][C:2]1[CH:3]=[C:4]([C:12]2[O:16][N:15]=[C:14]([C:17]3[CH:18]=[CH:19][C:20]([NH:23][C@H:24]4[CH2:28][CH2:27][C@@H:26]([C:29]([OH:31])=[O:30])[CH2:25]4)=[CH:21][CH:22]=3)[N:13]=2)[CH:5]=[N:6][C:7]=1[O:8][CH:9]([CH3:10])[CH3:11]. The yield is 0.880. The reactants are [Cl:1][C:2]1[CH:3]=[C:4]([C:12]2[O:16][N:15]=[C:14]([C:17]3[CH:22]=[CH:21][C:20]([NH:23][C@H:24]4[CH2:28][CH2:27][C@@H:26]([C:29]([O:31]CC)=[O:30])[CH2:25]4)=[CH:19][CH:18]=3)[N:13]=2)[CH:5]=[N:6][C:7]=1[O:8][CH:9]([CH3:11])[CH3:10].[OH-].[K+].Cl. (2) The reactants are [Mg].II.Br[C:5]1[CH:10]=[CH:9][C:8]([Br:11])=[CH:7][CH:6]=1.[C:12]([C:14]([N:17]1[CH2:22][CH2:21][CH2:20][CH2:19][CH2:18]1)(C)[CH3:15])#N.C(=O)([O-])[O-].[K+].[K+]. The catalyst is C(OCC)C.C1COCC1. The product is [Br:11][C:8]1[CH:9]=[CH:10][C:5]([C:14]([N:17]2[CH2:22][CH2:21][CH2:20][CH2:19][CH2:18]2)([CH3:15])[CH3:12])=[CH:6][CH:7]=1. The yield is 0.950.